Dataset: NCI-60 drug combinations with 297,098 pairs across 59 cell lines. Task: Regression. Given two drug SMILES strings and cell line genomic features, predict the synergy score measuring deviation from expected non-interaction effect. (1) Drug 1: CS(=O)(=O)C1=CC(=C(C=C1)C(=O)NC2=CC(=C(C=C2)Cl)C3=CC=CC=N3)Cl. Drug 2: C1=NC2=C(N=C(N=C2N1C3C(C(C(O3)CO)O)F)Cl)N. Cell line: HCC-2998. Synergy scores: CSS=27.4, Synergy_ZIP=-4.16, Synergy_Bliss=-6.91, Synergy_Loewe=-13.3, Synergy_HSA=-6.05. (2) Drug 2: C(CN)CNCCSP(=O)(O)O. Drug 1: CNC(=O)C1=NC=CC(=C1)OC2=CC=C(C=C2)NC(=O)NC3=CC(=C(C=C3)Cl)C(F)(F)F. Cell line: OVCAR-5. Synergy scores: CSS=-1.27, Synergy_ZIP=2.17, Synergy_Bliss=3.02, Synergy_Loewe=-2.31, Synergy_HSA=-1.99. (3) Drug 1: CC1=C(C=C(C=C1)C(=O)NC2=CC(=CC(=C2)C(F)(F)F)N3C=C(N=C3)C)NC4=NC=CC(=N4)C5=CN=CC=C5. Drug 2: CS(=O)(=O)CCNCC1=CC=C(O1)C2=CC3=C(C=C2)N=CN=C3NC4=CC(=C(C=C4)OCC5=CC(=CC=C5)F)Cl. Cell line: CAKI-1. Synergy scores: CSS=-8.10, Synergy_ZIP=2.98, Synergy_Bliss=-9.05, Synergy_Loewe=-11.0, Synergy_HSA=-13.5. (4) Drug 1: CC1=C2C(C(=O)C3(C(CC4C(C3C(C(C2(C)C)(CC1OC(=O)C(C(C5=CC=CC=C5)NC(=O)OC(C)(C)C)O)O)OC(=O)C6=CC=CC=C6)(CO4)OC(=O)C)OC)C)OC. Drug 2: C1=NC2=C(N=C(N=C2N1C3C(C(C(O3)CO)O)F)Cl)N. Cell line: A549. Synergy scores: CSS=48.0, Synergy_ZIP=-0.503, Synergy_Bliss=-1.83, Synergy_Loewe=-2.33, Synergy_HSA=1.45. (5) Drug 1: C1=CC(=C2C(=C1NCCNCCO)C(=O)C3=C(C=CC(=C3C2=O)O)O)NCCNCCO. Drug 2: CC(C)CN1C=NC2=C1C3=CC=CC=C3N=C2N. Cell line: HCT-15. Synergy scores: CSS=54.9, Synergy_ZIP=-3.87, Synergy_Bliss=-4.44, Synergy_Loewe=-29.1, Synergy_HSA=-4.86. (6) Drug 1: C1=CC(=C2C(=C1NCCNCCO)C(=O)C3=C(C=CC(=C3C2=O)O)O)NCCNCCO. Drug 2: CC1=C2C(C(=O)C3(C(CC4C(C3C(C(C2(C)C)(CC1OC(=O)C(C(C5=CC=CC=C5)NC(=O)C6=CC=CC=C6)O)O)OC(=O)C7=CC=CC=C7)(CO4)OC(=O)C)O)C)OC(=O)C. Cell line: SN12C. Synergy scores: CSS=47.4, Synergy_ZIP=-12.1, Synergy_Bliss=-15.4, Synergy_Loewe=-12.5, Synergy_HSA=-9.94. (7) Drug 1: CCC(=C(C1=CC=CC=C1)C2=CC=C(C=C2)OCCN(C)C)C3=CC=CC=C3.C(C(=O)O)C(CC(=O)O)(C(=O)O)O. Drug 2: C(CN)CNCCSP(=O)(O)O. Cell line: SNB-19. Synergy scores: CSS=3.83, Synergy_ZIP=-2.26, Synergy_Bliss=-3.93, Synergy_Loewe=0.881, Synergy_HSA=-1.61.